This data is from Catalyst prediction with 721,799 reactions and 888 catalyst types from USPTO. The task is: Predict which catalyst facilitates the given reaction. (1) Reactant: [Cl:1][C:2]1[CH:7]=[CH:6][C:5]([C:8]([N:16]2[C:24]3[C:19](=[C:20]([NH:25][C:26](=[O:32])[O:27][C:28]([CH3:31])([CH3:30])[CH3:29])[CH:21]=[CH:22][CH:23]=3)[CH:18]=[N:17]2)([CH2:11][C:12]([F:15])([F:14])[F:13])[C:9]#[CH:10])=[CH:4][CH:3]=1. Product: [Cl:1][C:2]1[CH:7]=[CH:6][C:5]([C:8]([N:16]2[C:24]3[C:19](=[C:20]([NH:25][C:26](=[O:32])[O:27][C:28]([CH3:31])([CH3:30])[CH3:29])[CH:21]=[CH:22][CH:23]=3)[CH:18]=[N:17]2)([CH2:9][CH3:10])[CH2:11][C:12]([F:14])([F:15])[F:13])=[CH:4][CH:3]=1. The catalyst class is: 856. (2) Reactant: [CH3:1][C:2]1[CH:3]=[N:4][CH:5]=[CH:6][CH:7]=1.C([N-]C(C)C)(C)C.[Li+].[Li].[C:17]([C:19]1[CH:24]=[CH:23][CH:22]=[CH:21][CH:20]=1)#[N:18]. Product: [C:19]1([C:17]2[NH:18][C:3]3=[N:4][CH:5]=[CH:6][CH:7]=[C:2]3[CH:1]=2)[CH:24]=[CH:23][CH:22]=[CH:21][CH:20]=1. The catalyst class is: 7. (3) Reactant: [Cl:1][C:2]1[C:3]([O:15][CH3:16])=[CH:4][C:5]([CH:12]([CH3:14])[CH3:13])=[C:6]([CH:11]=1)[O:7][CH2:8][C:9]#[N:10].[CH:17]([O:19][CH2:20]C)=O.[H-].[Na+].IC. Product: [Cl:1][C:2]1[C:3]([O:15][CH3:16])=[CH:4][C:5]([CH:12]([CH3:14])[CH3:13])=[C:6]([CH:11]=1)[O:7][C:8](=[CH:17][O:19][CH3:20])[C:9]#[N:10]. The catalyst class is: 57.